This data is from Reaction yield outcomes from USPTO patents with 853,638 reactions. The task is: Predict the reaction yield, written as a fraction of the theoretical maximum amount of product (1.0 means a 100% yield; for example, 0.34 means a 34% yield). (1) The reactants are [CH3:1][N:2]([CH3:20])[C:3]([C:5]1[N:14]([CH:15]2[CH2:19][CH2:18][CH2:17][CH2:16]2)[C:8]2[N:9]=[C:10](Cl)[N:11]=[CH:12][C:7]=2[CH:6]=1)=[O:4].[C:21](=[NH:34])([C:28]1[CH:33]=[CH:32][CH:31]=[CH:30][CH:29]=1)[C:22]1[CH:27]=[CH:26][CH:25]=[CH:24][CH:23]=1.[C:35]([O-])([O-])=O.[Cs+].[Cs+]. The catalyst is O1CCOCC1.CC([O-])=O.CC([O-])=O.[Pd+2].C1C=CC(P(C2C(C3C(P(C4C=CC=CC=4)C4C=CC=CC=4)=CC=C4C=3C=CC=C4)=C3C(C=CC=C3)=CC=2)C2C=CC=CC=2)=CC=1. The product is [CH3:20][N:2]([CH3:1])[C:3]([C:5]1[N:14]([CH:15]([CH2:16][CH3:35])[CH2:19][CH2:18][CH3:17])[C:8]2[N:9]=[C:10]([N:34]=[C:21]([C:28]3[CH:29]=[CH:30][CH:31]=[CH:32][CH:33]=3)[C:22]3[CH:27]=[CH:26][CH:25]=[CH:24][CH:23]=3)[N:11]=[CH:12][C:7]=2[CH:6]=1)=[O:4]. The yield is 0.800. (2) The reactants are I[C:2]1[N:6]2[CH:7]=[C:8]([C:12]3[CH:17]=[CH:16][C:15]([C:18]([F:21])([F:20])[F:19])=[CH:14][CH:13]=3)[CH:9]=[C:10]([CH3:11])[C:5]2=[N:4][CH:3]=1.[CH3:22][Si:23]([C:26]#[CH:27])([CH3:25])[CH3:24].CCN(CC)CC. The catalyst is C1COCC1.Cl[Pd](Cl)([P](C1C=CC=CC=1)(C1C=CC=CC=1)C1C=CC=CC=1)[P](C1C=CC=CC=1)(C1C=CC=CC=1)C1C=CC=CC=1.C1C=CC(P(C2C=CC=CC=2)C2C=CC=CC=2)=CC=1. The product is [CH3:11][C:10]1[C:5]2[N:6]([C:2]([C:27]#[C:26][Si:23]([CH3:25])([CH3:24])[CH3:22])=[CH:3][N:4]=2)[CH:7]=[C:8]([C:12]2[CH:17]=[CH:16][C:15]([C:18]([F:21])([F:20])[F:19])=[CH:14][CH:13]=2)[CH:9]=1. The yield is 0.850. (3) The reactants are [C:1]([C:3]1[N:8]=[C:7]([CH2:9][CH2:10][C:11]([O:13][C:14]([CH3:17])([CH3:16])[CH3:15])=[O:12])[CH:6]=[C:5]([S:18][CH3:19])[CH:4]=1)#[N:2].[C:20](OC)(=[O:28])[C:21]1[C:22](=[CH:24][CH:25]=[CH:26][CH:27]=1)[SH:23].C(N(CC)CC)C. The catalyst is C1(C)C=CC=CC=1. The product is [CH3:19][S:18][C:5]1[CH:4]=[C:3]([C:1]2[S:23][C:22]3[CH:24]=[CH:25][CH:26]=[CH:27][C:21]=3[C:20](=[O:28])[N:2]=2)[N:8]=[C:7]([CH2:9][CH2:10][C:11]([O:13][C:14]([CH3:16])([CH3:15])[CH3:17])=[O:12])[CH:6]=1. The yield is 0.450. (4) The reactants are [OH:1][CH2:2][CH:3]([C:5]1[CH:6]=[C:7]([C:14]2([C:20]3[CH:25]=[CH:24][CH:23]=[CH:22][CH:21]=3)OCCC[O:15]2)[CH:8]=[CH:9][C:10]=1[N+:11]([O-:13])=[O:12])[CH3:4].Cl. The catalyst is C(O)C.O. The product is [C:14]([C:7]1[CH:8]=[CH:9][C:10]([N+:11]([O-:13])=[O:12])=[C:5]([CH:3]([CH3:4])[CH2:2][OH:1])[CH:6]=1)(=[O:15])[C:20]1[CH:21]=[CH:22][CH:23]=[CH:24][CH:25]=1. The yield is 0.910. (5) The reactants are [O:1]1[CH:5]=[CH:4][CH:3]=[C:2]1[S:6](Cl)(=[O:8])=[O:7].[NH2:10][C@H:11]([CH2:16][OH:17])[C@H:12]([CH2:14][CH3:15])[CH3:13].C(N(CC)CC)C.CCOC(C)=O.CCCCCC. The catalyst is C(Cl)Cl. The product is [OH:17][CH2:16][C@@H:11]([NH:10][S:6]([C:2]1[O:1][CH:5]=[CH:4][CH:3]=1)(=[O:8])=[O:7])[C@@H:12]([CH3:13])[CH2:14][CH3:15]. The yield is 0.721. (6) The reactants are Cl[C:2]([O:4][CH2:5][C:6]1[CH:11]=[CH:10][CH:9]=[CH:8][CH:7]=1)=[O:3].[NH:12]1[CH2:22][CH2:21][CH:15]([C:16]([O:18][CH2:19][CH3:20])=[O:17])[CH2:14][CH2:13]1.C(=O)([O-])[O-].[Na+].[Na+]. The catalyst is ClCCl. The product is [CH2:19]([O:18][C:16]([CH:15]1[CH2:21][CH2:22][N:12]([C:2]([O:4][CH2:5][C:6]2[CH:11]=[CH:10][CH:9]=[CH:8][CH:7]=2)=[O:3])[CH2:13][CH2:14]1)=[O:17])[CH3:20]. The yield is 0.940. (7) The reactants are [CH3:1][O:2][C:3](=[O:12])[C:4]1[CH:9]=[CH:8][C:7]([OH:10])=[C:6]([NH2:11])[CH:5]=1.C([O-])(O)=O.[Na+].Cl[CH2:19][C:20](Cl)=[O:21]. The catalyst is [Cl-].C([N+](CC)(CC)CC)C1C=CC=CC=1.C(Cl)(Cl)Cl. The product is [CH3:1][O:2][C:3]([C:4]1[CH:9]=[CH:8][C:7]2[O:10][CH2:19][C:20](=[O:21])[NH:11][C:6]=2[CH:5]=1)=[O:12]. The yield is 0.830. (8) The reactants are [CH2:1]([O:3][C:4]([N:6]1[CH2:11][CH2:10][CH:9]([C:12]2[C:20]3[C:15](=[CH:16][C:17]([F:21])=[CH:18][CH:19]=3)[NH:14][CH:13]=2)[CH2:8][CH2:7]1)=[O:5])[CH3:2].Br[CH2:23][C:24]1[O:25][CH:26]=[CH:27][CH:28]=1. The catalyst is C(OCC)C. The product is [CH2:1]([O:3][C:4]([N:6]1[CH2:11][CH2:10][CH:9]([C:12]2[C:20]3[C:15](=[CH:16][C:17]([F:21])=[CH:18][CH:19]=3)[N:14]([CH2:23][C:24]3[O:25][CH:26]=[CH:27][CH:28]=3)[CH:13]=2)[CH2:8][CH2:7]1)=[O:5])[CH3:2]. The yield is 1.00.